This data is from NCI-60 drug combinations with 297,098 pairs across 59 cell lines. The task is: Regression. Given two drug SMILES strings and cell line genomic features, predict the synergy score measuring deviation from expected non-interaction effect. (1) Drug 1: CC1=C(N=C(N=C1N)C(CC(=O)N)NCC(C(=O)N)N)C(=O)NC(C(C2=CN=CN2)OC3C(C(C(C(O3)CO)O)O)OC4C(C(C(C(O4)CO)O)OC(=O)N)O)C(=O)NC(C)C(C(C)C(=O)NC(C(C)O)C(=O)NCCC5=NC(=CS5)C6=NC(=CS6)C(=O)NCCC[S+](C)C)O. Drug 2: CS(=O)(=O)OCCCCOS(=O)(=O)C. Cell line: ACHN. Synergy scores: CSS=71.0, Synergy_ZIP=-2.83, Synergy_Bliss=-2.83, Synergy_Loewe=0.559, Synergy_HSA=1.67. (2) Drug 1: C1=C(C(=O)NC(=O)N1)F. Drug 2: CC(C)CN1C=NC2=C1C3=CC=CC=C3N=C2N. Cell line: NCI-H460. Synergy scores: CSS=40.7, Synergy_ZIP=-5.84, Synergy_Bliss=-14.4, Synergy_Loewe=-16.0, Synergy_HSA=-14.3. (3) Drug 1: CC1=C(C=C(C=C1)NC2=NC=CC(=N2)N(C)C3=CC4=NN(C(=C4C=C3)C)C)S(=O)(=O)N.Cl. Drug 2: C1=C(C(=O)NC(=O)N1)N(CCCl)CCCl. Cell line: IGROV1. Synergy scores: CSS=24.9, Synergy_ZIP=-0.210, Synergy_Bliss=-1.07, Synergy_Loewe=-6.75, Synergy_HSA=-0.697. (4) Synergy scores: CSS=32.1, Synergy_ZIP=-4.31, Synergy_Bliss=-4.12, Synergy_Loewe=-3.90, Synergy_HSA=-1.23. Cell line: SF-539. Drug 1: C1=CC(=CC=C1CCCC(=O)O)N(CCCl)CCCl. Drug 2: C1=CC=C(C=C1)NC(=O)CCCCCCC(=O)NO. (5) Drug 1: CCN(CC)CCNC(=O)C1=C(NC(=C1C)C=C2C3=C(C=CC(=C3)F)NC2=O)C. Drug 2: CN1C2=C(C=C(C=C2)N(CCCl)CCCl)N=C1CCCC(=O)O.Cl. Cell line: SNB-75. Synergy scores: CSS=-0.133, Synergy_ZIP=-0.0393, Synergy_Bliss=-1.20, Synergy_Loewe=0.312, Synergy_HSA=-1.82. (6) Drug 1: C1=CC(=CC=C1CCC2=CNC3=C2C(=O)NC(=N3)N)C(=O)NC(CCC(=O)O)C(=O)O. Drug 2: C(=O)(N)NO. Cell line: MCF7. Synergy scores: CSS=35.7, Synergy_ZIP=-3.11, Synergy_Bliss=-3.96, Synergy_Loewe=-0.0248, Synergy_HSA=2.09.